From a dataset of Reaction yield outcomes from USPTO patents with 853,638 reactions. Predict the reaction yield, written as a fraction of the theoretical maximum amount of product (1.0 means a 100% yield; for example, 0.34 means a 34% yield). The catalyst is O1CCCC1. The reactants are [C:1]([C:3]1[CH:4]=[C:5]([CH:10]=[CH:11][C:12]=1[O:13][CH:14]([CH3:16])[CH3:15])[C:6]([O:8]C)=[O:7])#[N:2].[OH-].[K+]. The product is [C:1]([C:3]1[CH:4]=[C:5]([CH:10]=[CH:11][C:12]=1[O:13][CH:14]([CH3:16])[CH3:15])[C:6]([OH:8])=[O:7])#[N:2]. The yield is 0.870.